Dataset: Forward reaction prediction with 1.9M reactions from USPTO patents (1976-2016). Task: Predict the product of the given reaction. (1) Given the reactants [C:1]([OH:5])([CH3:4])([CH3:3])C.[C:6]([CH2:9][C:10](=[O:12])[CH3:11])(=[O:8])[CH3:7].Br[CH2:14][C:15]1[CH:20]=[C:19]([C:21]([CH3:24])([CH3:23])[CH3:22])[CH:18]=[C:17]([CH2:25]Br)[CH:16]=1.[I-].[K+].[CH2:29]([O:31]CC)[CH3:30], predict the reaction product. The product is: [C:21]([C:19]1[CH:18]=[C:17]([CH2:25][CH:3]([C:29](=[O:31])[CH3:30])[C:1](=[O:5])[CH3:4])[CH:16]=[C:15]([CH2:14][CH:9]([C:10](=[O:12])[CH3:11])[C:6](=[O:8])[CH3:7])[CH:20]=1)([CH3:24])([CH3:23])[CH3:22]. (2) Given the reactants [CH3:1][O:2][C:3]([C:5]1[S:6][C:7]([CH:28]2[CH2:37][CH2:36][C:31]3(OCC[O:32]3)[CH2:30][CH2:29]2)=[CH:8][C:9]=1[N:10]([C@H:20]1[CH2:25][CH2:24][C@H:23]([O:26][CH3:27])[CH2:22][CH2:21]1)[C:11]([C@H:13]1[CH2:18][CH2:17][C@H:16]([CH3:19])[CH2:15][CH2:14]1)=[O:12])=[O:4].Cl, predict the reaction product. The product is: [CH3:1][O:2][C:3]([C:5]1[S:6][C:7]([CH:28]2[CH2:29][CH2:30][C:31](=[O:32])[CH2:36][CH2:37]2)=[CH:8][C:9]=1[N:10]([C@H:20]1[CH2:25][CH2:24][C@H:23]([O:26][CH3:27])[CH2:22][CH2:21]1)[C:11]([C@H:13]1[CH2:18][CH2:17][C@H:16]([CH3:19])[CH2:15][CH2:14]1)=[O:12])=[O:4]. (3) The product is: [OH:22][C:18]1[CH:17]=[C:16]([S:15][C:11]2[CH:10]=[C:9]([CH3:23])[C:8](=[CH:13][C:12]=2[CH3:14])[NH2:5])[CH:21]=[CH:20][CH:19]=1. Given the reactants C(O)(=O)C.[N+:5]([C:8]1[CH:13]=[C:12]([CH3:14])[C:11]([S:15][C:16]2[CH:21]=[CH:20][CH:19]=[C:18]([OH:22])[CH:17]=2)=[CH:10][C:9]=1[CH3:23])([O-])=O, predict the reaction product. (4) Given the reactants Cl.[NH2:2][CH2:3][CH2:4][CH2:5][NH:6][C:7]1[S:8][C:9]([C:12]([C:14]2[CH:19]=[CH:18][CH:17]=[CH:16][C:15]=2[CH3:20])=[O:13])=[CH:10][N:11]=1.[S:21]1[CH:25]=[CH:24][CH:23]=[C:22]1[S:26](Cl)(=[O:28])=[O:27].CCN(CC)CC, predict the reaction product. The product is: [CH3:20][C:15]1[CH:16]=[CH:17][CH:18]=[CH:19][C:14]=1[C:12]([C:9]1[S:8][C:7]([NH:6][CH2:5][CH2:4][CH2:3][NH:2][S:26]([C:22]2[S:21][CH:25]=[CH:24][CH:23]=2)(=[O:28])=[O:27])=[N:11][CH:10]=1)=[O:13]. (5) Given the reactants [CH2:1]([C:3]([C:22]1[CH:27]=[CH:26][C:25]([OH:28])=[C:24]([CH3:29])[CH:23]=1)([C:6]1[CH:11]=[CH:10][C:9]([C:12]#[C:13][CH:14]([C:16]2([CH2:19][CH3:20])[CH2:18][CH2:17]2)[OH:15])=[C:8]([CH3:21])[CH:7]=1)[CH2:4][CH3:5])[CH3:2], predict the reaction product. The product is: [CH2:1]([C:3]([C:22]1[CH:27]=[CH:26][C:25]([OH:28])=[C:24]([CH3:29])[CH:23]=1)([C:6]1[CH:11]=[CH:10][C:9]([CH2:12][CH2:13][CH:14]([OH:15])[C:16]2([CH2:19][CH3:20])[CH2:18][CH2:17]2)=[C:8]([CH3:21])[CH:7]=1)[CH2:4][CH3:5])[CH3:2]. (6) The product is: [F:35][C:36]([F:55])([F:54])[S:37]([O:27][C:9]1[CH:8]=[C:7]2[C@@:5]3([CH2:4][O:3][C:2]([NH2:1])=[N:6]3)[C:19]3[C:14](=[N:15][CH:16]=[C:17]([C:20]4[CH:25]=[CH:24][C:23]([CH3:26])=[CH:22][CH:21]=4)[CH:18]=3)[O:13][C:12]2=[CH:11][CH:10]=1)(=[O:39])=[O:38]. Given the reactants [NH2:1][C:2]1[O:3][CH2:4][C@:5]2([C:19]3[C:14](=[N:15][CH:16]=[C:17]([C:20]4[CH:25]=[CH:24][C:23]([CH3:26])=[CH:22][CH:21]=4)[CH:18]=3)[O:13][C:12]3[C:7]2=[CH:8][C:9]([OH:27])=[CH:10][CH:11]=3)[N:6]=1.C(N(CC)CC)C.[F:35][C:36]([F:55])([F:54])[S:37](N(C1C=CC=CC=1)[S:37]([C:36]([F:55])([F:54])[F:35])(=[O:39])=[O:38])(=[O:39])=[O:38], predict the reaction product.